This data is from Merck oncology drug combination screen with 23,052 pairs across 39 cell lines. The task is: Regression. Given two drug SMILES strings and cell line genomic features, predict the synergy score measuring deviation from expected non-interaction effect. (1) Drug 1: COc1cc(C2c3cc4c(cc3C(OC3OC5COC(C)OC5C(O)C3O)C3COC(=O)C23)OCO4)cc(OC)c1O. Drug 2: C=CCn1c(=O)c2cnc(Nc3ccc(N4CCN(C)CC4)cc3)nc2n1-c1cccc(C(C)(C)O)n1. Cell line: SKMEL30. Synergy scores: synergy=19.9. (2) Drug 1: CN1C(=O)C=CC2(C)C3CCC4(C)C(NC(=O)OCC(F)(F)F)CCC4C3CCC12. Drug 2: O=S1(=O)NC2(CN1CC(F)(F)F)C1CCC2Cc2cc(C=CCN3CCC(C(F)(F)F)CC3)ccc2C1. Cell line: NCIH23. Synergy scores: synergy=5.42. (3) Drug 1: O=S1(=O)NC2(CN1CC(F)(F)F)C1CCC2Cc2cc(C=CCN3CCC(C(F)(F)F)CC3)ccc2C1. Drug 2: Cn1c(=O)n(-c2ccc(C(C)(C)C#N)cc2)c2c3cc(-c4cnc5ccccc5c4)ccc3ncc21. Cell line: A2780. Synergy scores: synergy=24.6. (4) Drug 1: CN1C(=O)C=CC2(C)C3CCC4(C)C(NC(=O)OCC(F)(F)F)CCC4C3CCC12. Drug 2: C#Cc1cccc(Nc2ncnc3cc(OCCOC)c(OCCOC)cc23)c1. Cell line: COLO320DM. Synergy scores: synergy=48.5. (5) Drug 1: CC(=O)OC1C(=O)C2(C)C(O)CC3OCC3(OC(C)=O)C2C(OC(=O)c2ccccc2)C2(O)CC(OC(=O)C(O)C(NC(=O)c3ccccc3)c3ccccc3)C(C)=C1C2(C)C. Drug 2: NC(=O)c1cccc2cn(-c3ccc(C4CCCNC4)cc3)nc12. Cell line: LNCAP. Synergy scores: synergy=-52.7. (6) Drug 1: CCC1(O)CC2CN(CCc3c([nH]c4ccccc34)C(C(=O)OC)(c3cc4c(cc3OC)N(C)C3C(O)(C(=O)OC)C(OC(C)=O)C5(CC)C=CCN6CCC43C65)C2)C1. Drug 2: COC1=C2CC(C)CC(OC)C(O)C(C)C=C(C)C(OC(N)=O)C(OC)C=CC=C(C)C(=O)NC(=CC1=O)C2=O. Cell line: UACC62. Synergy scores: synergy=-77.8. (7) Drug 1: O=c1[nH]cc(F)c(=O)[nH]1. Drug 2: C#Cc1cccc(Nc2ncnc3cc(OCCOC)c(OCCOC)cc23)c1. Cell line: HT144. Synergy scores: synergy=9.56.